The task is: Predict which catalyst facilitates the given reaction.. This data is from Catalyst prediction with 721,799 reactions and 888 catalyst types from USPTO. (1) Reactant: [Br:1][C:2]1[CH:7]=[CH:6][C:5]([OH:8])=[CH:4][CH:3]=1.[CH3:9][O:10][C:11]1[CH:18]=[CH:17][C:14]([CH2:15]Cl)=[CH:13][CH:12]=1.[I-].[K+].C(=O)([O-])[O-].[K+].[K+]. Product: [Br:1][C:2]1[CH:7]=[CH:6][C:5]([O:8][CH2:15][C:14]2[CH:17]=[CH:18][C:11]([O:10][CH3:9])=[CH:12][CH:13]=2)=[CH:4][CH:3]=1. The catalyst class is: 21. (2) Reactant: [CH3:1][CH:2]([O:4][CH2:5][C@@H:6]([C:18]([O:20][CH3:21])=[O:19])[NH:7]C(OCC1C=CC=CC=1)=O)[CH3:3]. Product: [CH3:3][CH:2]([O:4][CH2:5][C@@H:6]([C:18]([O:20][CH3:21])=[O:19])[NH2:7])[CH3:1]. The catalyst class is: 50. (3) Reactant: [CH2:1]([OH:5])[CH2:2][CH2:3][OH:4].[C:6]([Si:10]([C:18]1[CH:23]=[CH:22][CH:21]=[CH:20][CH:19]=1)([C:12]1[CH:17]=[CH:16][CH:15]=[CH:14][CH:13]=1)Cl)([CH3:9])([CH3:8])[CH3:7]. Product: [C:6]([Si:10]([C:18]1[CH:23]=[CH:22][CH:21]=[CH:20][CH:19]=1)([C:12]1[CH:13]=[CH:14][CH:15]=[CH:16][CH:17]=1)[O:4][CH2:3][CH2:2][CH2:1][OH:5])([CH3:9])([CH3:7])[CH3:8]. The catalyst class is: 300.